This data is from Peptide-MHC class I binding affinity with 185,985 pairs from IEDB/IMGT. The task is: Regression. Given a peptide amino acid sequence and an MHC pseudo amino acid sequence, predict their binding affinity value. This is MHC class I binding data. (1) The peptide sequence is RFAVNPGLL. The MHC is HLA-A68:02 with pseudo-sequence HLA-A68:02. The binding affinity (normalized) is 0.0297. (2) The peptide sequence is KVLNPYMPTV. The MHC is HLA-A02:06 with pseudo-sequence HLA-A02:06. The binding affinity (normalized) is 0.909. (3) The peptide sequence is GLFTNSSGTQ. The MHC is HLA-A03:01 with pseudo-sequence HLA-A03:01. The binding affinity (normalized) is 0. (4) The peptide sequence is GEVGLDLTV. The MHC is HLA-B35:01 with pseudo-sequence HLA-B35:01. The binding affinity (normalized) is 0.0847. (5) The peptide sequence is MQIRGFVYF. The MHC is BoLA-T2b with pseudo-sequence BoLA-T2b. The binding affinity (normalized) is 0.191.